Binary Classification. Given a drug SMILES string, predict its activity (active/inactive) in a high-throughput screening assay against a specified biological target. From a dataset of HIV replication inhibition screening data with 41,000+ compounds from the AIDS Antiviral Screen. (1) The molecule is CC(NC(=O)C(C#N)=Cc1ccc2[nH]ccc2c1)c1ccccc1. The result is 0 (inactive). (2) The compound is CC(C)(C)NC(=O)CCC(CC(=O)NC(C)(C)C)S(=O)(=O)O. The result is 0 (inactive).